This data is from Reaction yield outcomes from USPTO patents with 853,638 reactions. The task is: Predict the reaction yield, written as a fraction of the theoretical maximum amount of product (1.0 means a 100% yield; for example, 0.34 means a 34% yield). (1) The reactants are ClC1N=C(NCC#C)N=C(NCC#C)N=1.FC1C=CC(CN)=CC=1.[F:25][C:26]1[CH:47]=[CH:46][C:29]([CH2:30][NH:31][C:32]2[N:37]=[C:36]([NH:38][CH2:39][CH2:40][CH3:41])[N:35]=[C:34]([NH:42][CH2:43][CH2:44][CH3:45])[N:33]=2)=[CH:28][CH:27]=1. No catalyst specified. The product is [F:25][C:26]1[CH:27]=[CH:28][C:29]([CH2:30][NH:31][C:32]2[N:33]=[C:34]([NH:42][CH2:43][C:44]#[CH:45])[N:35]=[C:36]([NH:38][CH2:39][C:40]#[CH:41])[N:37]=2)=[CH:46][CH:47]=1. The yield is 0.700. (2) The reactants are C([CH:3]1[CH2:8][N:7]([C:9]2[CH:14]=[CH:13][C:12](I)=[CH:11][CH:10]=2)[C:6](=[O:16])[C:5]2[N:17]([C:23]3[CH:28]=[CH:27][C:26]([O:29][CH3:30])=[CH:25][CH:24]=3)[N:18]=[C:19]([C:20]([NH2:22])=[O:21])[C:4]1=2)C.C(OC([N:41]1[CH2:46][CH2:45][NH:44][C:43](=[O:47])[CH2:42]1)=O)C1C=CC=CC=1.C([O-])([O-])=O.[K+].[K+].CS(C)=O. The catalyst is CCOC(C)=O.O.[Cu]I. The product is [CH3:30][O:29][C:26]1[CH:25]=[CH:24][C:23]([N:17]2[C:5]3[C:6](=[O:16])[N:7]([C:9]4[CH:10]=[CH:11][C:12]([N:44]5[CH2:45][CH2:46][NH:41][CH2:42][C:43]5=[O:47])=[CH:13][CH:14]=4)[CH2:8][CH2:3][C:4]=3[C:19]([C:20]([NH2:22])=[O:21])=[N:18]2)=[CH:28][CH:27]=1. The yield is 0.330. (3) The reactants are [CH:1]([C:3]1[CH:8]=[CH:7][N:6]=[C:5]([CH2:9][O:10][C:11]([C@@H:13]2[CH2:18][CH2:17][CH2:16][N:15]([C:19](=[O:46])[C@@H:20]([NH:36][C:37](=[O:45])[C@@H:38]([NH:42][CH:43]=[O:44])[CH:39]([CH3:41])[CH3:40])[CH2:21][C:22]3[CH:27]=[CH:26][CH:25]=[C:24]([O:28][Si:29]([C:32]([CH3:35])([CH3:34])[CH3:33])([CH3:31])[CH3:30])[CH:23]=3)[NH:14]2)=[O:12])[CH:4]=1)=[CH2:2].[CH3:47][O:48][C@H:49]([CH2:55][CH2:56][CH:57]=[CH2:58])[C@@H:50](C)[C:51](O)=O.CCN=C=NCCCN(C)C.Cl.O.ON1C2C=CC=CC=2N=N1. The catalyst is C(#N)C. The product is [CH:1]([C:3]1[CH:8]=[CH:7][N:6]=[C:5]([CH2:9][O:10][C:11]([C@@H:13]2[CH2:18][CH2:17][CH2:16][N:15]([C:19](=[O:46])[C@@H:20]([NH:36][C:37](=[O:45])[C@@H:38]([NH:42][C:43](=[O:44])[C@H:50]([CH3:51])[C@H:49]([O:48][CH3:47])[CH2:55][CH2:56][CH:57]=[CH2:58])[CH:39]([CH3:41])[CH3:40])[CH2:21][C:22]3[CH:27]=[CH:26][CH:25]=[C:24]([O:28][Si:29]([C:32]([CH3:33])([CH3:34])[CH3:35])([CH3:31])[CH3:30])[CH:23]=3)[NH:14]2)=[O:12])[CH:4]=1)=[CH2:2]. The yield is 0.670. (4) The reactants are [N+:1]([C:4]1[CH:9]=[CH:8][C:7]([N:10]2[CH2:15][CH2:14][C:13](=O)[CH2:12][CH2:11]2)=[CH:6][CH:5]=1)([O-:3])=[O:2].[CH3:17][C@H:18]1[O:23][C@@H:22]([CH3:24])[CH2:21][NH:20][CH2:19]1.C([BH3-])#N.[Na+]. The catalyst is C(O)(=O)C. The product is [CH3:24][CH:22]1[O:23][CH:18]([CH3:17])[CH2:19][N:20]([CH:13]2[CH2:14][CH2:15][N:10]([C:7]3[CH:8]=[CH:9][C:4]([N+:1]([O-:3])=[O:2])=[CH:5][CH:6]=3)[CH2:11][CH2:12]2)[CH2:21]1. The yield is 0.860. (5) The reactants are [C:1]([NH:8][C@H:9]([C:18]([OH:20])=[O:19])[CH2:10][C:11]1[CH:16]=[CH:15][C:14]([OH:17])=[CH:13][CH:12]=1)([O:3][C:4]([CH3:7])([CH3:6])[CH3:5])=[O:2].C[O-].[Na+].CO.Cl.[N:27]1[CH:32]=[CH:31][CH:30]=[CH:29][C:28]=1[CH2:33]Cl.O. The catalyst is CO. The product is [C:1]([NH:8][C@H:9]([C:18]([OH:20])=[O:19])[CH2:10][C:11]1[CH:12]=[CH:13][C:14]([O:17][CH2:33][C:28]2[CH:29]=[CH:30][CH:31]=[CH:32][N:27]=2)=[CH:15][CH:16]=1)([O:3][C:4]([CH3:5])([CH3:7])[CH3:6])=[O:2]. The yield is 0.930. (6) The product is [Cl:14][C:3]1[C:4]2=[N:5][CH:6]=[C:7]([C:10]([O:12][CH3:13])=[O:11])[CH:8]=[C:9]2[NH:1][CH:2]=1. The reactants are [NH:1]1[C:9]2[C:4](=[N:5][CH:6]=[C:7]([C:10]([O:12][CH3:13])=[O:11])[CH:8]=2)[CH:3]=[CH:2]1.[Cl:14]N1C(=O)CCC1=O. The yield is 0.930. The catalyst is CN(C)C=O.O. (7) The reactants are [C:1]([O:4][C@@H:5]1[CH2:9][C@H:8]([C:10]2[N:14]3[C:15]4[CH:21]=[CH:20][N:19]([S:22]([C:25]5[CH:31]=[CH:30][C:28]([CH3:29])=[CH:27][CH:26]=5)(=[O:24])=[O:23])[C:16]=4[N:17]=[CH:18][C:13]3=[C:12](Br)[N:11]=2)[N:7]([C:33](=[O:35])[CH3:34])[CH2:6]1)(=[O:3])[CH3:2].[CH:36]([NH:39][C:40]1[CH:45]=[CH:44][C:43](B2OC(C)(C)C(C)(C)O2)=[CH:42][CH:41]=1)([CH3:38])[CH3:37]. The catalyst is COCCOC.O.C1C=CC(P(C2C=CC=CC=2)[C-]2C=CC=C2)=CC=1.C1C=CC(P(C2C=CC=CC=2)[C-]2C=CC=C2)=CC=1.Cl[Pd]Cl.[Fe+2]. The product is [C:1]([O:4][C@@H:5]1[CH2:9][C@H:8]([C:10]2[N:14]3[C:15]4[CH:21]=[CH:20][N:19]([S:22]([C:25]5[CH:31]=[CH:30][C:28]([CH3:29])=[CH:27][CH:26]=5)(=[O:24])=[O:23])[C:16]=4[N:17]=[CH:18][C:13]3=[C:12]([C:43]3[CH:44]=[CH:45][C:40]([NH:39][CH:36]([CH3:38])[CH3:37])=[CH:41][CH:42]=3)[N:11]=2)[N:7]([C:33](=[O:35])[CH3:34])[CH2:6]1)(=[O:3])[CH3:2]. The yield is 1.00. (8) The reactants are [CH3:1][NH:2][C:3](=[O:14])[C:4]1[CH:9]=[CH:8][C:7](I)=[C:6]([N+:11]([O-:13])=[O:12])[CH:5]=1.[CH3:15][N:16](C)P(=O)(N(C)C)N(C)C. No catalyst specified. The product is [CH3:1][NH:2][C:3](=[O:14])[C:4]1[CH:9]=[CH:8][C:7]([C:15]#[N:16])=[C:6]([N+:11]([O-:13])=[O:12])[CH:5]=1. The yield is 0.552.